Predict the reaction yield, written as a fraction of the theoretical maximum amount of product (1.0 means a 100% yield; for example, 0.34 means a 34% yield). From a dataset of Reaction yield outcomes from USPTO patents with 853,638 reactions. The reactants are [NH2:1][C:2]1[C:3]([NH:28][C:29]2[CH:34]=[CH:33][C:32]([O:35][CH2:36][CH3:37])=[CH:31][CH:30]=2)=[N:4][C:5]([NH:8][C:9]2[CH:10]=[N:11][N:12]([CH:14]3[CH2:19][CH2:18][CH:17]([NH:20][C:21](=[O:27])[O:22][C:23]([CH3:26])([CH3:25])[CH3:24])[CH2:16][CH2:15]3)[CH:13]=2)=[N:6][CH:7]=1.[CH:38](OCC)(OCC)OCC. No catalyst specified. The product is [CH2:36]([O:35][C:32]1[CH:33]=[CH:34][C:29]([N:28]2[CH:38]=[N:1][C:2]3[C:3]2=[N:4][C:5]([NH:8][C:9]2[CH:10]=[N:11][N:12]([CH:14]4[CH2:19][CH2:18][CH:17]([NH:20][C:21](=[O:27])[O:22][C:23]([CH3:26])([CH3:25])[CH3:24])[CH2:16][CH2:15]4)[CH:13]=2)=[N:6][CH:7]=3)=[CH:30][CH:31]=1)[CH3:37]. The yield is 0.530.